Dataset: Peptide-MHC class I binding affinity with 185,985 pairs from IEDB/IMGT. Task: Regression. Given a peptide amino acid sequence and an MHC pseudo amino acid sequence, predict their binding affinity value. This is MHC class I binding data. The peptide sequence is FLEQQNKIL. The MHC is HLA-A02:01 with pseudo-sequence HLA-A02:01. The binding affinity (normalized) is 0.426.